The task is: Predict the reactants needed to synthesize the given product.. This data is from Full USPTO retrosynthesis dataset with 1.9M reactions from patents (1976-2016). Given the product [CH2:1]([O:5][CH2:6][CH2:7][O:8][C:9]1[CH:10]=[CH:11][C:12]([C:15]2[CH:16]=[CH:17][C:18]3[N:25]([CH2:26][CH:27]([CH3:28])[CH3:29])[CH2:24][CH2:23][CH2:22][C:21]([C:30]([NH:32][C:33]4[CH:38]=[CH:37][C:36]([S:39]([CH2:40][C:41]5[N:45]([CH2:46][CH2:47][CH3:48])[CH:44]=[N:43][CH:42]=5)=[O:59])=[C:35]([CH3:49])[CH:34]=4)=[O:31])=[CH:20][C:19]=3[CH:50]=2)=[CH:13][CH:14]=1)[CH2:2][CH2:3][CH3:4], predict the reactants needed to synthesize it. The reactants are: [CH2:1]([O:5][CH2:6][CH2:7][O:8][C:9]1[CH:14]=[CH:13][C:12]([C:15]2[CH:16]=[CH:17][C:18]3[N:25]([CH2:26][CH:27]([CH3:29])[CH3:28])[CH2:24][CH2:23][CH2:22][C:21]([C:30]([NH:32][C:33]4[CH:38]=[CH:37][C:36]([S:39][CH2:40][C:41]5[N:45]([CH2:46][CH2:47][CH3:48])[CH:44]=[N:43][CH:42]=5)=[C:35]([CH3:49])[CH:34]=4)=[O:31])=[CH:20][C:19]=3[CH:50]=2)=[CH:11][CH:10]=1)[CH2:2][CH2:3][CH3:4].ClC1C=CC=C(C(OO)=[O:59])C=1.